This data is from NCI-60 drug combinations with 297,098 pairs across 59 cell lines. The task is: Regression. Given two drug SMILES strings and cell line genomic features, predict the synergy score measuring deviation from expected non-interaction effect. Drug 1: C1=NC2=C(N=C(N=C2N1C3C(C(C(O3)CO)O)O)F)N. Drug 2: CS(=O)(=O)CCNCC1=CC=C(O1)C2=CC3=C(C=C2)N=CN=C3NC4=CC(=C(C=C4)OCC5=CC(=CC=C5)F)Cl. Cell line: BT-549. Synergy scores: CSS=0.684, Synergy_ZIP=-0.981, Synergy_Bliss=-0.546, Synergy_Loewe=-2.04, Synergy_HSA=-2.04.